This data is from Reaction yield outcomes from USPTO patents with 853,638 reactions. The task is: Predict the reaction yield, written as a fraction of the theoretical maximum amount of product (1.0 means a 100% yield; for example, 0.34 means a 34% yield). (1) The reactants are [Cl:1][CH2:2][C:3](Cl)=[O:4].C(=O)([O-])[O-].[K+].[K+].[C:12]1([CH3:24])[CH:17]=[CH:16][CH:15]=[CH:14][C:13]=1[N:18]1[CH2:23][CH2:22][NH:21][CH2:20][CH2:19]1. The catalyst is C1COCC1.O. The product is [Cl:1][CH2:2][C:3]([N:21]1[CH2:22][CH2:23][N:18]([C:13]2[CH:14]=[CH:15][CH:16]=[CH:17][C:12]=2[CH3:24])[CH2:19][CH2:20]1)=[O:4]. The yield is 0.990. (2) The reactants are [NH:1]1[C:9]2[C:4](=[CH:5][CH:6]=[CH:7][CH:8]=2)[C:3]([C:10]2[N:14]([CH3:15])[N:13]=[C:12]([CH3:16])[C:11]=2[CH:17]=[O:18])=[CH:2]1.[H-].[Na+].[CH3:21]I.Cl. The catalyst is CN(C)C=O. The product is [CH3:15][N:14]1[C:10]([C:3]2[C:4]3[C:9](=[CH:8][CH:7]=[CH:6][CH:5]=3)[N:1]([CH3:21])[CH:2]=2)=[C:11]([CH:17]=[O:18])[C:12]([CH3:16])=[N:13]1. The yield is 0.770. (3) The product is [C:9]1([C:3]2[N:4]=[C:5]([NH2:8])[N:6]=[N:7][C:2]=2[C:21]2[CH:20]=[CH:19][CH:18]=[C:17]([C:16]([F:27])([F:26])[F:15])[CH:22]=2)[CH:14]=[CH:13][CH:12]=[CH:11][CH:10]=1. No catalyst specified. The reactants are Br[C:2]1[N:7]=[N:6][C:5]([NH2:8])=[N:4][C:3]=1[C:9]1[CH:14]=[CH:13][CH:12]=[CH:11][CH:10]=1.[F:15][C:16]([F:27])([F:26])[C:17]1[CH:18]=[C:19](B(O)O)[CH:20]=[CH:21][CH:22]=1. The yield is 0.310. (4) The reactants are [C:1]([O:5][C:6]([N:8]1[CH2:14][CH2:13][C:12]2[C:15]([CH2:20]Cl)=[C:16]([Cl:19])[CH:17]=[CH:18][C:11]=2[CH2:10][CH2:9]1)=[O:7])([CH3:4])([CH3:3])[CH3:2].[NH2:22][C:23]([NH2:25])=[S:24].CCOCC. The yield is 0.850. The product is [ClH:19].[C:1]([O:5][C:6]([N:8]1[CH2:14][CH2:13][C:12]2[C:15]([CH2:20][S:24][C:23](=[NH:22])[NH2:25])=[C:16]([Cl:19])[CH:17]=[CH:18][C:11]=2[CH2:10][CH2:9]1)=[O:7])([CH3:4])([CH3:3])[CH3:2]. The catalyst is O1CCOCC1. (5) The yield is 0.732. The product is [OH:1][C:2]1[CH:9]=[CH:8][C:7]([I:25])=[CH:6][C:3]=1[C:4]#[N:5]. The reactants are [OH:1][C:2]1[CH:9]=[CH:8][CH:7]=[CH:6][C:3]=1[C:4]#[N:5].C(S(O)(=O)=O)(F)(F)F.C1C(=O)N([I:25])C(=O)C1. The catalyst is CC#N. (6) The reactants are [OH:1][C:2]1[CH:17]=[CH:16][C:5]([C:6]([O:8][CH2:9][C:10]2[CH:15]=[CH:14][CH:13]=[CH:12][CH:11]=2)=[O:7])=[C:4]([CH3:18])[CH:3]=1.ClS([N:23]=[C:24]=[O:25])(=O)=O. The catalyst is ClCCl. The product is [NH2:23][C:24]([O:1][C:2]1[CH:17]=[CH:16][C:5]([C:6]([O:8][CH2:9][C:10]2[CH:15]=[CH:14][CH:13]=[CH:12][CH:11]=2)=[O:7])=[C:4]([CH3:18])[CH:3]=1)=[O:25]. The yield is 0.890. (7) The reactants are [Cl:1][C:2]1[CH:32]=[CH:31][C:5]([CH2:6][CH2:7][NH:8][C:9]([C:11]2[CH:30]=[CH:29][C:14]([O:15][C:16]3[CH:21]=[CH:20][C:19]([CH2:22][C:23]([O:25][CH2:26][CH3:27])=[O:24])=[CH:18][C:17]=3Br)=[CH:13][CH:12]=2)=[O:10])=[CH:4][CH:3]=1.[Cl-].[CH3:34][Zn+]. The catalyst is C1COCC1.CC(C)([P](C(C)(C)C)([Pd][P](C(C)(C)C)(C(C)(C)C)C(C)(C)C)C(C)(C)C)C. The product is [Cl:1][C:2]1[CH:32]=[CH:31][C:5]([CH2:6][CH2:7][NH:8][C:9]([C:11]2[CH:30]=[CH:29][C:14]([O:15][C:16]3[CH:21]=[CH:20][C:19]([CH2:22][C:23]([O:25][CH2:26][CH3:27])=[O:24])=[CH:18][C:17]=3[CH3:34])=[CH:13][CH:12]=2)=[O:10])=[CH:4][CH:3]=1. The yield is 0.760. (8) The reactants are [Cl:1][C:2]1[CH:11]=[C:10]2[C:5]([C:6]([C:28]3[CH:29]=[C:30](/[CH:34]=[CH:35]/[C:36]([OH:38])=O)[CH:31]=[CH:32][CH:33]=3)=[C:7]([CH2:13][C:14]([NH:16][C:17]3[CH:22]=[CH:21][C:20]([F:23])=[CH:19][C:18]=3[C:24]([F:27])([F:26])[F:25])=[O:15])[C:8](=[O:12])[O:9]2)=[CH:4][C:3]=1[CH3:39].C(N1C=CN=C1)(N1C=CN=C1)=O.[CH3:52][S:53]([NH2:56])(=[O:55])=[O:54].C1CCN2C(=NCCC2)CC1.Cl. The catalyst is CN(C=O)C. The product is [Cl:1][C:2]1[CH:11]=[C:10]2[C:5]([C:6]([C:28]3[CH:29]=[C:30](/[CH:34]=[CH:35]/[C:36]([NH:56][S:53]([CH3:52])(=[O:55])=[O:54])=[O:38])[CH:31]=[CH:32][CH:33]=3)=[C:7]([CH2:13][C:14]([NH:16][C:17]3[CH:22]=[CH:21][C:20]([F:23])=[CH:19][C:18]=3[C:24]([F:26])([F:27])[F:25])=[O:15])[C:8](=[O:12])[O:9]2)=[CH:4][C:3]=1[CH3:39]. The yield is 0.380. (9) The reactants are [N:1]1[C:9]2[CH2:8][CH2:7][NH:6][CH2:5][C:4]=2[S:3][C:2]=1[C:10]1[CH:15]=[CH:14][C:13]([OH:16])=[CH:12][CH:11]=1.C1OCCOCCOCCOCCOC1.[H-].[Na+].BrC1C=CC(S(O[C@H:45]2[CH2:48][C@@H:47]([N:49]3[CH2:53][CH2:52][CH:51]([N:54]([CH3:56])[CH3:55])[CH2:50]3)[CH2:46]2)(=O)=O)=CC=1. The catalyst is O1CCCC1.C(OCC)(=O)C.ClCCl. The product is [CH3:55][N:54]([CH3:56])[CH:51]1[CH2:52][CH2:53][N:49]([C@H:47]2[CH2:46][C@H:45]([O:16][C:13]3[CH:14]=[CH:15][C:10]([C:2]4[S:3][C:4]5[CH2:5][NH:6][CH2:7][CH2:8][C:9]=5[N:1]=4)=[CH:11][CH:12]=3)[CH2:48]2)[CH2:50]1. The yield is 0.530.